Task: Predict the product of the given reaction.. Dataset: Forward reaction prediction with 1.9M reactions from USPTO patents (1976-2016) Given the reactants COC(=O)CC[NH:6][S:7]([C:10]1[CH:15]=[CH:14][C:13]([C:16]#[N:17])=[CH:12][C:11]=1[CH2:18][CH3:19])(=[O:9])=[O:8].[NH2:21][OH:22].[OH2:23].[CH2:24]1[CH2:28][O:27][CH2:26][CH2:25]1, predict the reaction product. The product is: [CH3:28][O:27][C:26](=[O:23])[CH2:25][CH2:24][NH:6][S:7]([C:10]1[CH:15]=[CH:14][C:13]([C:16](=[NH:17])[NH:21][OH:22])=[CH:12][C:11]=1[CH2:18][CH3:19])(=[O:8])=[O:9].